The task is: Predict the reactants needed to synthesize the given product.. This data is from Full USPTO retrosynthesis dataset with 1.9M reactions from patents (1976-2016). (1) Given the product [F:17][C:18]1[CH:23]=[CH:22][C:21]([O:24][C:4]2[CH:5]=[C:6]([CH:11]=[C:12]([N+:14]([O-:16])=[O:15])[CH:13]=2)[C:7]([O:9][CH3:10])=[O:8])=[CH:20][CH:19]=1, predict the reactants needed to synthesize it. The reactants are: [N+]([C:4]1[CH:5]=[C:6]([CH:11]=[C:12]([N+:14]([O-:16])=[O:15])[CH:13]=1)[C:7]([O:9][CH3:10])=[O:8])([O-])=O.[F:17][C:18]1[CH:23]=[CH:22][C:21]([OH:24])=[CH:20][CH:19]=1.P([O-])([O-])([O-])=O.[K+].[K+].[K+]. (2) Given the product [Cl:1][C:2]1[CH:9]=[C:8]([C:10]2[CH2:14][C:13]([C:19]3[CH:20]=[C:21]([Cl:26])[CH:22]=[C:23]([Cl:25])[CH:24]=3)([C:15]([F:18])([F:17])[F:16])[O:12][N:11]=2)[CH:7]=[CH:6][C:3]=1[CH:4]([OH:5])[CH3:27], predict the reactants needed to synthesize it. The reactants are: [Cl:1][C:2]1[CH:9]=[C:8]([C:10]2[CH2:14][C:13]([C:19]3[CH:24]=[C:23]([Cl:25])[CH:22]=[C:21]([Cl:26])[CH:20]=3)([C:15]([F:18])([F:17])[F:16])[O:12][N:11]=2)[CH:7]=[CH:6][C:3]=1[CH:4]=[O:5].[CH3:27][Mg]Br.[Cl-].[NH4+]. (3) Given the product [CH3:26][CH:25]([Si:28]([CH:32]([CH3:34])[CH3:33])([CH:29]([CH3:31])[CH3:30])[O:1][C:2]1[CH:7]=[CH:6][C:5]2[C:8]3([CH2:18][O:19][C:4]=2[CH:3]=1)[C:16]1[C:11](=[CH:12][CH:13]=[CH:14][CH:15]=1)[NH:10][C:9]3=[O:17])[CH3:27], predict the reactants needed to synthesize it. The reactants are: [OH:1][C:2]1[CH:7]=[CH:6][C:5]2[C:8]3([CH2:18][O:19][C:4]=2[CH:3]=1)[C:16]1[C:11](=[CH:12][CH:13]=[CH:14][CH:15]=1)[NH:10][C:9]3=[O:17].N1C=CN=C1.[CH:25]([Si:28](Cl)([CH:32]([CH3:34])[CH3:33])[CH:29]([CH3:31])[CH3:30])([CH3:27])[CH3:26]. (4) Given the product [ClH:1].[F:8][C:9]1[CH:10]=[C:11]([NH:22][C:23]([C@H:25]2[C:34]3[C:29](=[CH:30][C:31]([O:35][CH2:36][CH3:37])=[CH:32][CH:33]=3)[CH2:28][CH2:27][NH:26]2)=[O:24])[CH:12]=[C:13]([F:21])[C:14]=1[C:15]([CH3:19])([CH3:20])[CH2:16][O:17][CH3:18], predict the reactants needed to synthesize it. The reactants are: [ClH:1].C(OCC)(=O)C.[F:8][C:9]1[CH:10]=[C:11]([NH:22][C:23]([C@H:25]2[C:34]3[C:29](=[CH:30][C:31]([O:35][CH2:36][CH3:37])=[CH:32][CH:33]=3)[CH2:28][CH2:27][N:26]2C(OC(C)(C)C)=O)=[O:24])[CH:12]=[C:13]([F:21])[C:14]=1[C:15]([CH3:20])([CH3:19])[CH2:16][O:17][CH3:18].